Predict the product of the given reaction. From a dataset of Forward reaction prediction with 1.9M reactions from USPTO patents (1976-2016). (1) Given the reactants [Cl:1][C:2]1[C:7]([CH3:8])=[CH:6][CH:5]=[C:4]([I:9])[N:3]=1.[Mn]([O-])(=O)(=O)=[O:11].[K+].[OH2:16], predict the reaction product. The product is: [Cl:1][C:2]1[N:3]=[C:4]([I:9])[CH:5]=[CH:6][C:7]=1[C:8]([OH:11])=[O:16]. (2) Given the reactants [CH3:1][CH:2]([N:4]1[C:8]([CH3:9])=[CH:7][C:6](=[O:10])[NH:5]1)[CH3:3].[F:11][C:12]1[CH:19]=[C:18]([O:20][CH3:21])[CH:17]=[CH:16][C:13]=1[CH:14]=O.C(O)(=O)C.[NH:26]1[CH2:30][CH2:29][CH2:28][CH2:27]1, predict the reaction product. The product is: [CH3:1][CH:2]([N:4]1[C:8]([CH3:9])=[C:7]([CH:14]([C:13]2[CH:16]=[CH:17][C:18]([O:20][CH3:21])=[CH:19][C:12]=2[F:11])[N:26]2[CH2:30][CH2:29][CH2:28][CH2:27]2)[C:6](=[O:10])[NH:5]1)[CH3:3]. (3) Given the reactants Br[C:2]1[CH:10]=[CH:9][C:5]([C:6]([OH:8])=[O:7])=[C:4]([F:11])[CH:3]=1.[F:12][C:13]([F:19])([F:18])[C:14]([F:17])([F:16])I, predict the reaction product. The product is: [F:11][C:4]1[CH:3]=[C:2]([C:14]([F:17])([F:16])[C:13]([F:19])([F:18])[F:12])[CH:10]=[CH:9][C:5]=1[C:6]([OH:8])=[O:7]. (4) Given the reactants [Br:1][C:2]1[CH:7]=[CH:6][C:5]([CH2:8][C:9]([OH:11])=O)=[CH:4][CH:3]=1.[C:12]1([S:18][CH3:19])[CH:17]=[CH:16][CH:15]=[CH:14][CH:13]=1.[Al+3].[Cl-].[Cl-].[Cl-], predict the reaction product. The product is: [Br:1][C:2]1[CH:3]=[CH:4][C:5]([CH2:8][C:9]([C:15]2[CH:16]=[CH:17][C:12]([S:18][CH3:19])=[CH:13][CH:14]=2)=[O:11])=[CH:6][CH:7]=1. (5) Given the reactants [NH2:1][C:2]1[CH:7]=[CH:6][C:5]([C:8]2[CH:12]=[C:11]([C:13]([NH:15][CH:16]([CH:21]([CH3:23])[CH3:22])[C:17]([O:19][CH3:20])=[O:18])=[O:14])[O:10][N:9]=2)=[CH:4][CH:3]=1.[F:24][C:25]1[CH:30]=[CH:29][CH:28]=[C:27]([N:31]=[C:32]=[O:33])[CH:26]=1, predict the reaction product. The product is: [F:24][C:25]1[CH:26]=[C:27]([NH:31][C:32](=[O:33])[NH:1][C:2]2[CH:7]=[CH:6][C:5]([C:8]3[CH:12]=[C:11]([C:13]([NH:15][CH:16]([CH:21]([CH3:23])[CH3:22])[C:17]([O:19][CH3:20])=[O:18])=[O:14])[O:10][N:9]=3)=[CH:4][CH:3]=2)[CH:28]=[CH:29][CH:30]=1. (6) Given the reactants [CH3:1][C:2]1[N:24]=[C:5]2[N:6]=[C:7]([C:16]3[CH:23]=[CH:22][C:19]([CH:20]=[O:21])=[CH:18][CH:17]=3)[C:8]([C:10]3[CH:15]=[CH:14][CH:13]=[CH:12][CH:11]=3)=[CH:9][N:4]2[N:3]=1.[CH:25]1(C2NN=C(N)N=2)C[CH2:26]1, predict the reaction product. The product is: [CH:1]1([C:2]2[N:24]=[C:5]3[N:6]=[C:7]([C:16]4[CH:17]=[CH:18][C:19]([CH:20]=[O:21])=[CH:22][CH:23]=4)[C:8]([C:10]4[CH:11]=[CH:12][CH:13]=[CH:14][CH:15]=4)=[CH:9][N:4]3[N:3]=2)[CH2:26][CH2:25]1.